The task is: Predict the product of the given reaction.. This data is from Forward reaction prediction with 1.9M reactions from USPTO patents (1976-2016). (1) Given the reactants [H-].[Na+].Cl.[O:4]=[C:5]1[C:10]([C:11]([O:13][CH3:14])=[O:12])=[CH:9][CH:8]=[CH:7][NH:6]1.I[CH2:16][C:17]([CH3:20])([CH3:19])[CH3:18], predict the reaction product. The product is: [CH3:16][C:17]([CH3:20])([CH3:19])[CH2:18][N:6]1[CH:7]=[CH:8][CH:9]=[C:10]([C:11]([O:13][CH3:14])=[O:12])[C:5]1=[O:4]. (2) Given the reactants [CH2:1]([O:3][C:4](=[O:20])[CH2:5][CH2:6][C@@H:7]1[CH2:11][C@@H:10]([OH:12])[CH2:9][N:8]1[C:13]([O:15][C:16]([CH3:19])([CH3:18])[CH3:17])=[O:14])[CH3:2].C(N(CC)CC)C.[CH3:28][S:29](Cl)(=[O:31])=[O:30].O, predict the reaction product. The product is: [CH2:1]([O:3][C:4](=[O:20])[CH2:5][CH2:6][C@@H:7]1[CH2:11][C@@H:10]([O:12][S:29]([CH3:28])(=[O:31])=[O:30])[CH2:9][N:8]1[C:13]([O:15][C:16]([CH3:19])([CH3:18])[CH3:17])=[O:14])[CH3:2]. (3) Given the reactants [CH:1]1([CH2:4][C:5]([OH:7])=O)[CH2:3][CH2:2]1.[CH3:8][O:9][C:10](=[O:25])[C@H:11]([CH2:18][C:19]1[CH:24]=[CH:23][CH:22]=[CH:21][CH:20]=1)[NH:12][C:13](=[O:17])[C@H:14]([CH3:16])[NH2:15].C(N[C@H](C(O)=O)C)(OC(C)(C)C)=O.Cl.COC(=O)[C@H](CC1C=CC=CC=1)N, predict the reaction product. The product is: [CH3:8][O:9][C:10](=[O:25])[C@H:11]([CH2:18][C:19]1[CH:24]=[CH:23][CH:22]=[CH:21][CH:20]=1)[NH:12][C:13](=[O:17])[C@H:14]([CH3:16])[NH:15][C:5](=[O:7])[CH2:4][CH:1]1[CH2:2][CH2:3]1. (4) Given the reactants [NH2:1][C:2]1[CH:11]=[C:10]2[C:5]([CH:6]([C:13]3[CH:18]=[CH:17][C:16]([Cl:19])=[C:15]([Cl:20])[CH:14]=3)[CH2:7][CH2:8][C:9]2=[O:12])=[CH:4][CH:3]=1.C(N(CC)CC)C.[C:28](OC(=O)C)(=[O:30])[CH3:29], predict the reaction product. The product is: [Cl:20][C:15]1[CH:14]=[C:13]([CH:6]2[CH2:7][CH2:8][C:9](=[O:12])[C:10]3[CH:11]=[C:2]([NH:1][C:28](=[O:30])[CH3:29])[CH:3]=[CH:4][C:5]2=3)[CH:18]=[CH:17][C:16]=1[Cl:19].